This data is from Catalyst prediction with 721,799 reactions and 888 catalyst types from USPTO. The task is: Predict which catalyst facilitates the given reaction. (1) Reactant: [C:1]([C:9]1[CH:10]=[C:11]([CH:15]=[CH:16][CH:17]=1)[C:12]([OH:14])=[O:13])(=[O:8])[C:2]1[CH:7]=[CH:6][CH:5]=[CH:4][CH:3]=1.OS(O)(=O)=O.[CH3:23]O. Product: [CH3:23][O:13][C:12](=[O:14])[C:11]1[CH:15]=[CH:16][CH:17]=[C:9]([C:1](=[O:8])[C:2]2[CH:3]=[CH:4][CH:5]=[CH:6][CH:7]=2)[CH:10]=1. The catalyst class is: 13. (2) Reactant: [OH:1][C@:2]([CH2:18][CH:19]=[C:20]([CH3:22])[CH3:21])([CH2:13][C:14]([O:16][CH3:17])=[O:15])[C:3]([O:5][CH2:6][C:7]1[CH:12]=[CH:11][CH:10]=[CH:9][CH:8]=1)=[O:4].[C:23](OC(=O)C)(=[O:25])[CH3:24].CCOC(C)=O. Product: [C:23]([O:1][C@:2]([CH2:18][CH:19]=[C:20]([CH3:22])[CH3:21])([CH2:13][C:14]([O:16][CH3:17])=[O:15])[C:3]([O:5][CH2:6][C:7]1[CH:8]=[CH:9][CH:10]=[CH:11][CH:12]=1)=[O:4])(=[O:25])[CH3:24]. The catalyst class is: 228. (3) Reactant: [F:1][C:2]1[CH:7]=[C:6]([N+:8]([O-])=O)[CH:5]=[CH:4][C:3]=1[O:11][C:12]1[CH:17]=[CH:16][CH:15]=[CH:14][CH:13]=1. Product: [F:1][C:2]1[CH:7]=[C:6]([NH2:8])[CH:5]=[CH:4][C:3]=1[O:11][C:12]1[CH:17]=[CH:16][CH:15]=[CH:14][CH:13]=1. The catalyst class is: 50. (4) Reactant: [C:1]([C:3]1[CH:8]=[CH:7][C:6]([C@@H:9]([NH:13][C:14]([C:16]2([NH:31]C(=O)OC(C)(C)C)[CH2:21][CH2:20][N:19]([C:22]3[C:23]4[CH:30]=[CH:29][NH:28][C:24]=4[N:25]=[CH:26][N:27]=3)[CH2:18][CH2:17]2)=[O:15])[CH2:10][CH2:11][OH:12])=[CH:5][CH:4]=1)#[N:2].Cl. Product: [NH2:31][C:16]1([C:14]([NH:13][C@H:9]([C:6]2[CH:5]=[CH:4][C:3]([C:1]#[N:2])=[CH:8][CH:7]=2)[CH2:10][CH2:11][OH:12])=[O:15])[CH2:17][CH2:18][N:19]([C:22]2[C:23]3[CH:30]=[CH:29][NH:28][C:24]=3[N:25]=[CH:26][N:27]=2)[CH2:20][CH2:21]1. The catalyst class is: 12.